From a dataset of Full USPTO retrosynthesis dataset with 1.9M reactions from patents (1976-2016). Predict the reactants needed to synthesize the given product. (1) The reactants are: [CH2:1]([O:5][C:6]1[CH:11]=[C:10]([O:12][CH2:13][CH:14]([CH3:16])[CH3:15])[CH:9]=[CH:8][C:7]=1[C:17]([C:24]1[CH:25]=[CH:26][C:27]([O:35][CH2:36][CH:37]([CH3:39])[CH3:38])=[C:28]([CH2:30][CH2:31][C:32]([OH:34])=[O:33])[CH:29]=1)=[CH:18][C:19]([O:21]CC)=[O:20])[CH:2]([CH3:4])[CH3:3].[H][H].[OH-].[Na+].Cl. Given the product [C:32]([CH2:31][CH2:30][C:28]1[CH:29]=[C:24]([CH:17]([C:7]2[CH:8]=[CH:9][C:10]([O:12][CH2:13][CH:14]([CH3:15])[CH3:16])=[CH:11][C:6]=2[O:5][CH2:1][CH:2]([CH3:4])[CH3:3])[CH2:18][C:19]([OH:21])=[O:20])[CH:25]=[CH:26][C:27]=1[O:35][CH2:36][CH:37]([CH3:38])[CH3:39])([OH:34])=[O:33], predict the reactants needed to synthesize it. (2) Given the product [CH:4]1([C:7]2[N:11]([C:12]3[CH:21]=[CH:20][CH:19]=[C:18]4[C:13]=3[CH:14]=[CH:15][CH:16]=[N:17]4)[N:10]=[CH:9][C:8]=2[C:22]([NH:24][C:25]([NH2:27])=[NH:26])=[O:23])[CH2:5][CH2:6]1, predict the reactants needed to synthesize it. The reactants are: C([O-])C.[CH:4]1([C:7]2[N:11]([C:12]3[CH:21]=[CH:20][CH:19]=[C:18]4[C:13]=3[CH:14]=[CH:15][CH:16]=[N:17]4)[N:10]=[CH:9][C:8]=2[C:22]([NH:24][C:25]([NH2:27])=[NH:26])=[O:23])[CH2:6][CH2:5]1.NC(N)=N.C1(C2N(C3C=CC=C4C=3C=CC=N4)N=CC=2C(Cl)=O)CC1. (3) Given the product [CH:7]1([O:11][C:14]2[CH:19]=[CH:18][CH:17]=[C:16]([CH:20]3[CH2:24][CH2:23][NH:22][CH2:21]3)[N:15]=2)[CH2:10][CH2:9][CH2:8]1, predict the reactants needed to synthesize it. The reactants are: CC(C)([O-])C.[K+].[CH:7]1([OH:11])[CH2:10][CH2:9][CH2:8]1.Cl.F[C:14]1[CH:19]=[CH:18][CH:17]=[C:16]([CH:20]2[CH2:24][CH2:23][NH:22][CH2:21]2)[N:15]=1.ClCCl. (4) Given the product [O:35]1[CH2:26][CH2:27][CH:28]([NH:29][C:16](=[O:17])[CH2:15][C:12]2[CH:13]=[CH:14][C:9]([B:4]3[O:5][C:6]([CH3:8])([CH3:7])[C:2]([CH3:19])([CH3:1])[O:3]3)=[CH:10][CH:11]=2)[CH2:33][CH2:34]1, predict the reactants needed to synthesize it. The reactants are: [CH3:1][C:2]1([CH3:19])[C:6]([CH3:8])([CH3:7])[O:5][B:4]([C:9]2[CH:14]=[CH:13][C:12]([CH2:15][C:16](O)=[O:17])=[CH:11][CH:10]=2)[O:3]1.Cl.C(N=C=N[CH2:26][CH2:27][CH2:28][N:29](C)C)C.N1CC[O:35][CH2:34][CH2:33]1.O.